Dataset: NCI-60 drug combinations with 297,098 pairs across 59 cell lines. Task: Regression. Given two drug SMILES strings and cell line genomic features, predict the synergy score measuring deviation from expected non-interaction effect. (1) Drug 1: CC1C(C(CC(O1)OC2CC(CC3=C2C(=C4C(=C3O)C(=O)C5=C(C4=O)C(=CC=C5)OC)O)(C(=O)C)O)N)O.Cl. Drug 2: C1CCC(CC1)NC(=O)N(CCCl)N=O. Cell line: TK-10. Synergy scores: CSS=24.1, Synergy_ZIP=-4.96, Synergy_Bliss=4.31, Synergy_Loewe=-3.53, Synergy_HSA=4.14. (2) Drug 1: CC1=C(C(CCC1)(C)C)C=CC(=CC=CC(=CC(=O)O)C)C. Drug 2: C1C(C(OC1N2C=NC3=C2NC=NCC3O)CO)O. Cell line: NCI-H460. Synergy scores: CSS=-2.07, Synergy_ZIP=0.360, Synergy_Bliss=-1.12, Synergy_Loewe=-1.62, Synergy_HSA=-2.65. (3) Drug 1: CCC(=C(C1=CC=CC=C1)C2=CC=C(C=C2)OCCN(C)C)C3=CC=CC=C3.C(C(=O)O)C(CC(=O)O)(C(=O)O)O. Drug 2: CN(C(=O)NC(C=O)C(C(C(CO)O)O)O)N=O. Cell line: OVCAR-4. Synergy scores: CSS=1.09, Synergy_ZIP=0.135, Synergy_Bliss=1.29, Synergy_Loewe=0.845, Synergy_HSA=0.567. (4) Drug 1: C(=O)(N)NO. Drug 2: COC1=NC(=NC2=C1N=CN2C3C(C(C(O3)CO)O)O)N. Cell line: SF-539. Synergy scores: CSS=-2.89, Synergy_ZIP=1.28, Synergy_Bliss=0.125, Synergy_Loewe=-4.91, Synergy_HSA=-3.84. (5) Drug 2: CC(CN1CC(=O)NC(=O)C1)N2CC(=O)NC(=O)C2. Cell line: CAKI-1. Synergy scores: CSS=43.8, Synergy_ZIP=-0.955, Synergy_Bliss=-3.13, Synergy_Loewe=-1.52, Synergy_HSA=-0.143. Drug 1: CC12CCC3C(C1CCC2=O)CC(=C)C4=CC(=O)C=CC34C. (6) Drug 1: C1=CC(=C2C(=C1NCCNCCO)C(=O)C3=C(C=CC(=C3C2=O)O)O)NCCNCCO. Drug 2: CN1C(=O)N2C=NC(=C2N=N1)C(=O)N. Cell line: SF-539. Synergy scores: CSS=30.0, Synergy_ZIP=1.23, Synergy_Bliss=0.474, Synergy_Loewe=-19.1, Synergy_HSA=0.887. (7) Drug 1: CC1=C(C(CCC1)(C)C)C=CC(=CC=CC(=CC(=O)O)C)C. Drug 2: CNC(=O)C1=NC=CC(=C1)OC2=CC=C(C=C2)NC(=O)NC3=CC(=C(C=C3)Cl)C(F)(F)F. Cell line: SF-268. Synergy scores: CSS=-2.18, Synergy_ZIP=5.10, Synergy_Bliss=8.93, Synergy_Loewe=4.22, Synergy_HSA=5.59.